This data is from Forward reaction prediction with 1.9M reactions from USPTO patents (1976-2016). The task is: Predict the product of the given reaction. (1) Given the reactants Br[C:2]1[CH:3]=[C:4]2[C:9](=[CH:10][CH:11]=1)[N:8]1[N:12]=[CH:13][N:14]=[C:7]1[CH:6]=[CH:5]2.[CH2:15]([CH:17]([CH2:25][CH2:26][CH2:27][CH3:28])[CH2:18][O:19][C:20](=[O:24])[CH2:21][CH2:22][SH:23])[CH3:16].CCN(C(C)C)C(C)C.C1(P(C2C=CC=CC=2)C2C3OC4C(=CC=CC=4P(C4C=CC=CC=4)C4C=CC=CC=4)C(C)(C)C=3C=CC=2)C=CC=CC=1, predict the reaction product. The product is: [CH2:15]([CH:17]([CH2:25][CH2:26][CH2:27][CH3:28])[CH2:18][O:19][C:20](=[O:24])[CH2:21][CH2:22][S:23][C:2]1[CH:3]=[C:4]2[C:9](=[CH:10][CH:11]=1)[N:8]1[N:12]=[CH:13][N:14]=[C:7]1[CH:6]=[CH:5]2)[CH3:16]. (2) Given the reactants [C:1]1([C:7]2[NH:11][CH:10]=[C:9]([CH:12]=[O:13])[CH:8]=2)[CH:6]=[CH:5][CH:4]=[CH:3][CH:2]=1.[H-].[Na+].C1OCCOCCOCCOCCOC1.[S:31]1[C:35]2[CH:36]=[CH:37][CH:38]=[CH:39][C:34]=2[CH:33]=[C:32]1[S:40](Cl)(=[O:42])=[O:41], predict the reaction product. The product is: [S:31]1[C:35]2[CH:36]=[CH:37][CH:38]=[CH:39][C:34]=2[CH:33]=[C:32]1[S:40]([N:11]1[C:7]([C:1]2[CH:6]=[CH:5][CH:4]=[CH:3][CH:2]=2)=[CH:8][C:9]([CH:12]=[O:13])=[CH:10]1)(=[O:42])=[O:41]. (3) Given the reactants I[C:2]1[CH:14]=[CH:13][C:5]([C:6]([N:8]([CH2:11][CH3:12])[CH2:9][CH3:10])=[O:7])=[CH:4][CH:3]=1.C([Mg]Cl)(C)C.[CH:20]([C:22]1[CH:31]=[CH:30][C:25]([C:26]([O:28][CH3:29])=[O:27])=[CH:24][CH:23]=1)=[O:21].[Cl-].[NH4+], predict the reaction product. The product is: [CH2:9]([N:8]([CH2:11][CH3:12])[C:6]([C:5]1[CH:13]=[CH:14][C:2]([CH:20]([OH:21])[C:22]2[CH:23]=[CH:24][C:25]([C:26]([O:28][CH3:29])=[O:27])=[CH:30][CH:31]=2)=[CH:3][CH:4]=1)=[O:7])[CH3:10]. (4) Given the reactants [OH-].[Na+].[NH2:3][C:4]1[CH:9]=[CH:8][C:7]([SH:10])=[CH:6][CH:5]=1.[Cl:11][C:12]1[N:17]=[C:16](Cl)[C:15]([CH3:19])=[CH:14][N:13]=1, predict the reaction product. The product is: [Cl:11][C:12]1[N:17]=[C:16]([S:10][C:7]2[CH:8]=[CH:9][C:4]([NH2:3])=[CH:5][CH:6]=2)[C:15]([CH3:19])=[CH:14][N:13]=1. (5) Given the reactants Br[C:2]1[CH:11]=[C:10]2[C:5]([CH2:6][CH2:7][N:8]([CH3:13])[C:9]2=[O:12])=[CH:4][CH:3]=1.[B:14]1([B:14]2[O:18][C:17]([CH3:20])([CH3:19])[C:16]([CH3:22])([CH3:21])[O:15]2)[O:18][C:17]([CH3:20])([CH3:19])[C:16]([CH3:22])([CH3:21])[O:15]1, predict the reaction product. The product is: [CH3:13][N:8]1[CH2:7][CH2:6][C:5]2[C:10](=[CH:11][C:2]([B:14]3[O:18][C:17]([CH3:20])([CH3:19])[C:16]([CH3:22])([CH3:21])[O:15]3)=[CH:3][CH:4]=2)[C:9]1=[O:12]. (6) Given the reactants [Br:1][C:2]1[CH:3]=[C:4]2[N:13]([CH3:14])[CH:12]=[CH:11][C:5]2=[N:6][C:7]=1[C@@H:8]([NH2:10])[CH3:9].[NH2:15][C:16]1[N:21]=[C:20](Cl)[C:19]([C:23]#[N:24])=[C:18]([CH3:25])[N:17]=1.CCN(C(C)C)C(C)C, predict the reaction product. The product is: [NH2:15][C:16]1[N:21]=[C:20]([NH:10][C@H:8]([C:7]2[N:6]=[C:5]3[CH:11]=[CH:12][N:13]([CH3:14])[C:4]3=[CH:3][C:2]=2[Br:1])[CH3:9])[C:19]([C:23]#[N:24])=[C:18]([CH3:25])[N:17]=1. (7) Given the reactants [F:1][C:2]1[CH:7]=[CH:6][CH:5]=[CH:4][C:3]=1[C:8]1[N:9]=[CH:10][C:11]([CH2:14][N:15]2[C:20](=[O:21])[C:19]([C:22]([NH:24][CH2:25][C:26]([O:28]C(C)(C)C)=[O:27])=[O:23])=[C:18]([OH:33])[C:17]3[CH2:34][S:35][CH2:36][C:16]2=3)=[N:12][CH:13]=1.C(O)(C(F)(F)F)=O, predict the reaction product. The product is: [F:1][C:2]1[CH:7]=[CH:6][CH:5]=[CH:4][C:3]=1[C:8]1[N:9]=[CH:10][C:11]([CH2:14][N:15]2[C:20](=[O:21])[C:19]([C:22]([NH:24][CH2:25][C:26]([OH:28])=[O:27])=[O:23])=[C:18]([OH:33])[C:17]3[CH2:34][S:35][CH2:36][C:16]2=3)=[N:12][CH:13]=1.